Dataset: Forward reaction prediction with 1.9M reactions from USPTO patents (1976-2016). Task: Predict the product of the given reaction. Given the reactants C(=O)([O-])[O-].[Cs+].[Cs+].[Cl:7][C:8]1[CH:29]=[CH:28][C:11]([CH2:12][NH:13][C:14]([C:16]2[C:17]([OH:27])=[C:18]3[CH:24]=[C:23]([CH2:25][OH:26])[S:22][C:19]3=[N:20][CH:21]=2)=[O:15])=[CH:10][CH:9]=1.Br[CH2:31][CH:32]1[CH2:36][O:35][C:34]([CH3:38])([CH3:37])[O:33]1, predict the reaction product. The product is: [Cl:7][C:8]1[CH:9]=[CH:10][C:11]([CH2:12][NH:13][C:14]([C:16]2[C:17](=[O:27])[C:18]3[CH:24]=[C:23]([CH2:25][OH:26])[S:22][C:19]=3[N:20]([CH2:31][CH:32]3[CH2:36][O:35][C:34]([CH3:38])([CH3:37])[O:33]3)[CH:21]=2)=[O:15])=[CH:28][CH:29]=1.